Task: Binary Classification. Given a drug SMILES string, predict its activity (active/inactive) in a high-throughput screening assay against a specified biological target.. Dataset: Tyrosyl-DNA phosphodiesterase HTS with 341,365 compounds (1) The compound is O(c1c2c(c(=O)n(CC(=O)Nc3cc4OCCOc4cc3)cc2)ccc1)C(C)C(OCC)=O. The result is 0 (inactive). (2) The drug is N1(CCN(CC1)c1ccccc1)c1nc2c(n3c1nnc3)cccc2. The result is 0 (inactive). (3) The drug is Clc1c2c(sc1C(=O)NCc1occc1)cc(F)cc2. The result is 0 (inactive). (4) The molecule is Cl\C(Cl)=C/Cc1c(c2c([nH]c1=O)ccc(c2)C)C. The result is 0 (inactive). (5) The compound is N1(CCCC1)c1nc(N2CCCC2)nc(n1)Nc1ccccc1. The result is 0 (inactive).